Dataset: Reaction yield outcomes from USPTO patents with 853,638 reactions. Task: Predict the reaction yield, written as a fraction of the theoretical maximum amount of product (1.0 means a 100% yield; for example, 0.34 means a 34% yield). The catalyst is CO. The product is [NH2:22][C:12]1[CH:13]=[C:14]([O:17][CH2:18][CH2:19][O:20][CH3:21])[CH:15]=[CH:16][C:11]=1[C:9]([NH:8][C@H:7]([C:25]([O:27][CH3:28])=[O:26])[C@@H:6]([CH3:29])[O:5][C:2]([CH3:3])([CH3:4])[CH3:1])=[O:10]. The yield is 0.980. The reactants are [CH3:1][C:2]([O:5][C@H:6]([CH3:29])[C@@H:7]([C:25]([O:27][CH3:28])=[O:26])[NH:8][C:9]([C:11]1[CH:16]=[CH:15][C:14]([O:17][CH2:18][CH2:19][O:20][CH3:21])=[CH:13][C:12]=1[N+:22]([O-])=O)=[O:10])([CH3:4])[CH3:3].